This data is from Full USPTO retrosynthesis dataset with 1.9M reactions from patents (1976-2016). The task is: Predict the reactants needed to synthesize the given product. (1) Given the product [Cl:1][C:2]1[CH:7]=[C:6]([C:8]([F:9])([F:11])[F:10])[CH:5]=[C:4]([Cl:12])[C:3]=1[NH:13][N:14]=[CH:20][C:19]1[CH:22]=[CH:23][C:16]([OH:15])=[CH:17][CH:18]=1, predict the reactants needed to synthesize it. The reactants are: [Cl:1][C:2]1[CH:7]=[C:6]([C:8]([F:11])([F:10])[F:9])[CH:5]=[C:4]([Cl:12])[C:3]=1[NH:13][NH2:14].[OH:15][C:16]1[CH:23]=[CH:22][C:19]([CH:20]=O)=[CH:18][CH:17]=1. (2) Given the product [CH3:1][O:2][C:3]1[CH:8]=[CH:7][C:6]([CH3:9])=[CH:5][C:4]=1[C:16]1[CH2:17][C:18]([CH3:21])([CH3:20])[CH2:19][C:14]([CH3:30])([CH3:13])[CH:15]=1, predict the reactants needed to synthesize it. The reactants are: [CH3:1][O:2][C:3]1[CH:8]=[CH:7][C:6]([CH3:9])=[CH:5][C:4]=1B(O)O.[CH3:13][C:14]1([CH3:30])[CH2:19][C:18]([CH3:21])([CH3:20])[CH2:17][C:16](OS(C(F)(F)F)(=O)=O)=[CH:15]1.COCCOC.C(=O)([O-])[O-].[Na+].[Na+]. (3) Given the product [I-:14].[CH2:2]([N+:16]1[CH:21]=[CH:20][C:19]([CH3:22])=[CH:18][CH:17]=1)[CH2:3][CH2:4][CH2:5][CH2:6][CH2:7][C:8]#[C:9][CH2:10][CH2:11][CH2:12][CH3:13], predict the reactants needed to synthesize it. The reactants are: Cl[CH2:2][CH2:3][CH2:4][CH2:5][CH2:6][CH2:7][C:8]#[C:9][CH2:10][CH2:11][CH2:12][CH3:13].[I-:14].[K+].[N:16]1[CH:21]=[CH:20][C:19]([CH3:22])=[CH:18][CH:17]=1. (4) Given the product [C:11]([O:10][C:8]([NH:7][N:6]([C:16](=[O:22])[CH2:17][CH2:18][C:19]([OH:21])=[O:20])[CH2:5][C:4]([O:3][CH2:1][CH3:2])=[O:15])=[O:9])([CH3:14])([CH3:13])[CH3:12], predict the reactants needed to synthesize it. The reactants are: [CH2:1]([O:3][C:4](=[O:15])[CH2:5][NH:6][NH:7][C:8]([O:10][C:11]([CH3:14])([CH3:13])[CH3:12])=[O:9])[CH3:2].[C:16]1(=[O:22])[O:21][C:19](=[O:20])[CH2:18][CH2:17]1. (5) The reactants are: [NH2:1][C:2]([CH3:6])([CH3:5])[CH2:3][OH:4].[C:7](Cl)(=[O:14])[C:8]1[CH:13]=[CH:12][CH:11]=[CH:10][CH:9]=1.C(=O)([O-])[O-].[K+].[K+].O. Given the product [OH:4][CH2:3][C:2]([NH:1][C:7](=[O:14])[C:8]1[CH:13]=[CH:12][CH:11]=[CH:10][CH:9]=1)([CH3:6])[CH3:5], predict the reactants needed to synthesize it.